Dataset: Full USPTO retrosynthesis dataset with 1.9M reactions from patents (1976-2016). Task: Predict the reactants needed to synthesize the given product. (1) The reactants are: C(OC([NH:8][CH2:9][CH2:10][CH2:11][N:12]([S:23]([C:26]1[CH:35]=[CH:34][CH:33]=[C:32]2[C:27]=1[CH:28]=[CH:29][N:30]=[CH:31]2)(=[O:25])=[O:24])[CH2:13][CH2:14][CH2:15][CH2:16][C:17]1[CH:22]=[CH:21][CH:20]=[CH:19][CH:18]=1)=O)(C)(C)C.[ClH:36].CO. Given the product [ClH:36].[CH:31]1[C:32]2[C:27](=[C:26]([S:23]([N:12]([CH2:13][CH2:14][CH2:15][CH2:16][C:17]3[CH:18]=[CH:19][CH:20]=[CH:21][CH:22]=3)[CH2:11][CH2:10][CH2:9][NH2:8])(=[O:24])=[O:25])[CH:35]=[CH:34][CH:33]=2)[CH:28]=[CH:29][N:30]=1, predict the reactants needed to synthesize it. (2) Given the product [CH3:29][C:22]([CH3:28])([C:23](=[O:27])[CH:24]([CH3:25])[CH3:26])[C:21]([O:20][CH2:19][CH2:18][O:17][C:5](=[O:6])[C:4]([CH3:7])=[CH2:3])=[O:30], predict the reactants needed to synthesize it. The reactants are: [CH3:3][C:4]1([CH3:5])[C:5](=[O:6])[C:4]([CH3:7])([CH3:7])[C:3]1=[O:6].C(=O)([O-])[O-].[K+].[K+].[OH:17][CH2:18][CH2:19][O:20][C:21](=[O:30])[C:22]([CH3:29])([CH3:28])[C:23](=[O:27])[CH:24]([CH3:26])[CH3:25].C(Cl)(=O)C(C)=C. (3) Given the product [C:9]([O:8][C:6]([NH:5][C@H:4]([C:3]([OH:34])=[O:2])[CH2:13][C:14]1[CH:19]=[CH:18][CH:17]=[C:16]([O:20][CH2:21][CH2:22][C:24]2[CH:33]=[CH:32][C:31]3[C:26](=[CH:27][CH:28]=[CH:29][CH:30]=3)[CH:25]=2)[CH:15]=1)=[O:7])([CH3:12])([CH3:10])[CH3:11], predict the reactants needed to synthesize it. The reactants are: C[O:2][C:3](=[O:34])[C@H:4]([CH2:13][C:14]1[CH:19]=[CH:18][CH:17]=[C:16]([O:20][CH2:21][C:22]([C:24]2[CH:33]=[CH:32][C:31]3[C:26](=[CH:27][CH:28]=[CH:29][CH:30]=3)[CH:25]=2)=O)[CH:15]=1)[NH:5][C:6]([O:8][C:9]([CH3:12])([CH3:11])[CH3:10])=[O:7]. (4) Given the product [CH:44]12[CH2:52][CH2:51][CH:48]([CH2:49][CH2:50]1)[CH2:47][N:46]([C:20]([C:17]1[CH:16]=[CH:15][C:14]([O:13][CH:10]3[CH2:11][CH2:12][NH:8][CH2:9]3)=[CH:19][CH:18]=1)=[O:22])[CH2:45]2, predict the reactants needed to synthesize it. The reactants are: C(OC([N:8]1[CH2:12][CH2:11][CH:10]([O:13][C:14]2[CH:19]=[CH:18][C:17]([C:20]([OH:22])=O)=[CH:16][CH:15]=2)[CH2:9]1)=O)(C)(C)C.C1C=CC2N(O)N=NC=2C=1.CCN=C=NCCCN(C)C.[CH:44]12[CH2:52][CH2:51][CH:48]([CH2:49][CH2:50]1)[CH2:47][NH:46][CH2:45]2.CCN(C(C)C)C(C)C. (5) Given the product [ClH:62].[ClH:62].[C:1]12([CH2:11][C:12]([NH:14][C:15]3[C:24]([CH3:25])=[CH:23][CH:22]=[C:21]4[C:16]=3[CH:17]=[CH:18][C:19]([N:26]3[CH2:27][CH2:28][N:29]([CH2:41][CH2:40][OH:39])[CH2:30][CH2:31]3)=[N:20]4)=[O:13])[CH2:2][CH:3]3[CH2:4][CH:5]([CH2:6][CH:7]([CH2:9]3)[CH2:8]1)[CH2:10]2, predict the reactants needed to synthesize it. The reactants are: [C:1]12([CH2:11][C:12]([NH:14][C:15]3[C:24]([CH3:25])=[CH:23][CH:22]=[C:21]4[C:16]=3[CH:17]=[CH:18][C:19]([N:26]3[CH2:31][CH2:30][NH:29][CH2:28][CH2:27]3)=[N:20]4)=[O:13])[CH2:10][CH:5]3[CH2:6][CH:7]([CH2:9][CH:3]([CH2:4]3)[CH2:2]1)[CH2:8]2.[Si]([O:39][CH2:40][CH:41]=O)(C(C)(C)C)(C)C.C(O[BH-](OC(=O)C)OC(=O)C)(=O)C.[Na+].C(=O)(O)[O-].[Na+].[Cl:62]CCl. (6) Given the product [C:1]([C:4]1[C:12]2[C:7](=[CH:8][CH:9]=[C:10]([NH:13][C:14](=[O:20])[CH2:15][C:16]([F:17])([F:18])[F:19])[CH:11]=2)[N:6]([CH2:21][C:22]([N:43]2[CH2:44][C@H:45]([F:47])[CH2:46][C@H:42]2[C:40]([NH:39][C:35]2[C:34]([F:48])=[C:33]([C:28]3[CH:29]=[CH:30][CH:31]=[CH:32][C:27]=3[Cl:26])[CH:38]=[CH:37][CH:36]=2)=[O:41])=[O:24])[CH:5]=1)(=[O:3])[CH3:2], predict the reactants needed to synthesize it. The reactants are: [C:1]([C:4]1[C:12]2[C:7](=[CH:8][CH:9]=[C:10]([NH:13][C:14](=[O:20])[CH2:15][C:16]([F:19])([F:18])[F:17])[CH:11]=2)[N:6]([CH2:21][C:22]([OH:24])=O)[CH:5]=1)(=[O:3])[CH3:2].Cl.[Cl:26][C:27]1[CH:32]=[CH:31][CH:30]=[CH:29][C:28]=1[C:33]1[CH:38]=[CH:37][CH:36]=[C:35]([NH:39][C:40]([C@@H:42]2[CH2:46][C@@H:45]([F:47])[CH2:44][NH:43]2)=[O:41])[C:34]=1[F:48].CN(C(ON1N=NC2C=CC=NC1=2)=[N+](C)C)C.F[P-](F)(F)(F)(F)F. (7) Given the product [CH3:35][C@@:33]1([CH2:36][O:1][C:2]2[CH:7]=[CH:6][C:5]([N:8]3[CH2:13][CH2:12][N:11]([C:14]([O:16][C:17]([CH3:20])([CH3:19])[CH3:18])=[O:15])[CH2:10][CH2:9]3)=[CH:4][CH:3]=2)[O:34][C:24]2=[N:28][C:27]([N+:29]([O-:31])=[O:30])=[CH:26][N:25]2[CH2:32]1, predict the reactants needed to synthesize it. The reactants are: [OH:1][C:2]1[CH:7]=[CH:6][C:5]([N:8]2[CH2:13][CH2:12][N:11]([C:14]([O:16][C:17]([CH3:20])([CH3:19])[CH3:18])=[O:15])[CH2:10][CH2:9]2)=[CH:4][CH:3]=1.[H-].[Na+].Cl[C:24]1[N:25]([CH2:32][C@:33]2([CH3:36])[CH2:35][O:34]2)[CH:26]=[C:27]([N+:29]([O-:31])=[O:30])[N:28]=1. (8) Given the product [CH3:1][C:2]1[C:3]([C:18]([OH:20])=[O:19])=[CH:4][S:5][C:6]=1/[C:7](/[CH2:10][CH2:11][N:12]1[CH2:17][CH2:16][O:15][CH2:14][CH2:13]1)=[CH:8]\[CH3:9], predict the reactants needed to synthesize it. The reactants are: [CH3:1][C:2]1[C:3]([C:18]([O:20]C)=[O:19])=[CH:4][S:5][C:6]=1/[C:7](/[CH2:10][CH2:11][N:12]1[CH2:17][CH2:16][O:15][CH2:14][CH2:13]1)=[CH:8]\[CH3:9].[OH-].[Na+]. (9) Given the product [Br:11][C:9]1[CH:10]=[C:2]2[C:3]([C:4](=[O:6])[N:26]([CH:22]3[CH2:23][CH2:24][CH2:25][N:20]([C:18]([O:17][C:13]([CH3:16])([CH3:14])[CH3:15])=[O:19])[CH2:21]3)[CH:27]=[N:1]2)=[C:7]([F:12])[CH:8]=1, predict the reactants needed to synthesize it. The reactants are: [NH2:1][C:2]1[CH:10]=[C:9]([Br:11])[CH:8]=[C:7]([F:12])[C:3]=1[C:4]([OH:6])=O.[C:13]([O:17][C:18]([N:20]1[CH2:25][CH2:24][CH2:23][CH:22]([NH2:26])[CH2:21]1)=[O:19])([CH3:16])([CH3:15])[CH3:14].[CH:27](OCC)(OCC)OCC. (10) Given the product [C:1]([O:5][C:6]([N:8]1[CH2:13][CH2:12][CH:11]([N:14]([C:20]2[CH:25]=[CH:24][C:23]([OH:26])=[CH:22][CH:21]=2)[CH2:15][CH2:16][CH:17]([CH3:18])[CH3:19])[CH2:10][CH2:9]1)=[O:7])([CH3:3])([CH3:4])[CH3:2], predict the reactants needed to synthesize it. The reactants are: [C:1]([O:5][C:6]([N:8]1[CH2:13][CH2:12][CH:11]([N:14]([C:20]2[CH:25]=[CH:24][C:23]([O:26]CC3C=CC=CC=3)=[CH:22][CH:21]=2)[CH2:15][CH2:16][CH:17]([CH3:19])[CH3:18])[CH2:10][CH2:9]1)=[O:7])([CH3:4])([CH3:3])[CH3:2].